Dataset: Full USPTO retrosynthesis dataset with 1.9M reactions from patents (1976-2016). Task: Predict the reactants needed to synthesize the given product. The reactants are: O[C:2]1[C:6]2[CH:7]=[CH:8][C:9]([O:11][CH3:12])=[CH:10][C:5]=2[O:4][N:3]=1.O=P(Cl)(Cl)Cl.[NH:18]1[CH2:23][CH2:22][NH:21][CH2:20][CH2:19]1. Given the product [CH3:12][O:11][C:9]1[CH:8]=[CH:7][C:6]2[C:2]([N:18]3[CH2:23][CH2:22][NH:21][CH2:20][CH2:19]3)=[N:3][O:4][C:5]=2[CH:10]=1, predict the reactants needed to synthesize it.